From a dataset of Forward reaction prediction with 1.9M reactions from USPTO patents (1976-2016). Predict the product of the given reaction. (1) Given the reactants ClC(OCC)=O.[C:7]([O:11][C:12]([NH:14][C@H:15]1[CH2:20][O:19][C@H:18]([C:21]([OH:23])=O)[CH2:17][CH2:16]1)=[O:13])([CH3:10])([CH3:9])[CH3:8].C(N(C(C)C)CC)(C)C.[N+:33](=[CH2:35])=[N-:34].Cl, predict the reaction product. The product is: [C:7]([O:11][C:12](=[O:13])[NH:14][C@@H:15]1[CH2:16][CH2:17][C@@H:18]([C:21](=[O:23])[CH:35]=[N+:33]=[N-:34])[O:19][CH2:20]1)([CH3:8])([CH3:9])[CH3:10]. (2) Given the reactants [S:1]1[C:5]2[CH:6]=[C:7]([N:10]3[CH2:14][CH2:13][N:12]([C:15]4[CH:16]=[N:17][CH:18]=[CH:19][C:20]=4[CH:21]=O)[C:11]3=[O:23])[CH:8]=[CH:9][C:4]=2[N:3]=[CH:2]1.[BH-](OC(C)=O)(OC(C)=O)OC(C)=O.[Na+].[CH3:38][C:39]1[NH:43][N:42]=[C:41]([NH2:44])[CH:40]=1, predict the reaction product. The product is: [S:1]1[C:5]2[CH:6]=[C:7]([N:10]3[CH2:14][CH2:13][N:12]([C:15]4[CH:16]=[N:17][CH:18]=[CH:19][C:20]=4[CH2:21][NH:44][C:41]4[CH:40]=[C:39]([CH3:38])[NH:43][N:42]=4)[C:11]3=[O:23])[CH:8]=[CH:9][C:4]=2[N:3]=[CH:2]1. (3) Given the reactants [Br:1][C:2]1[C:14](=[O:15])[N:13]([CH:16]2[CH2:20][CH2:19][CH2:18][CH2:17]2)[C:5]2[N:6]=[C:7](S(C)=O)[N:8]=[CH:9][C:4]=2[C:3]=1[CH3:21].[N:22]1([C:28]2[CH:29]=[N:30][C:31]([NH2:34])=[CH:32][CH:33]=2)[CH2:27][CH2:26][CH2:25][CH2:24][CH2:23]1, predict the reaction product. The product is: [Br:1][C:2]1[C:14](=[O:15])[N:13]([CH:16]2[CH2:20][CH2:19][CH2:18][CH2:17]2)[C:5]2[N:6]=[C:7]([NH:34][C:31]3[N:30]=[CH:29][C:28]([N:22]4[CH2:27][CH2:26][CH2:25][CH2:24][CH2:23]4)=[CH:33][CH:32]=3)[N:8]=[CH:9][C:4]=2[C:3]=1[CH3:21]. (4) Given the reactants [N+:1]([C:4]1[C:5](Cl)=[N:6][CH:7]=[CH:8][CH:9]=1)([O-:3])=[O:2].NC(N)=[S:13], predict the reaction product. The product is: [SH:13][C:5]1[C:4]([N+:1]([O-:3])=[O:2])=[CH:9][CH:8]=[CH:7][N:6]=1.